From a dataset of Catalyst prediction with 721,799 reactions and 888 catalyst types from USPTO. Predict which catalyst facilitates the given reaction. (1) Reactant: O=C1C2C(=CC=CC=2)C(=O)[N:3]1[CH2:12][CH2:13][CH2:14][N:15]1[CH2:20][CH2:19][N:18]([C:21]([O:23][C:24]([CH3:27])([CH3:26])[CH3:25])=[O:22])[CH2:17][CH2:16]1.O.NN. Product: [NH2:3][CH2:12][CH2:13][CH2:14][N:15]1[CH2:20][CH2:19][N:18]([C:21]([O:23][C:24]([CH3:27])([CH3:26])[CH3:25])=[O:22])[CH2:17][CH2:16]1. The catalyst class is: 8. (2) Reactant: [CH2:1]([C:8]1[CH:9]=[C:10]([CH2:13][CH2:14][C:15]([O:17]CC)=[O:16])[NH:11][CH:12]=1)[CH2:2][CH2:3][CH2:4][CH2:5][CH2:6][CH3:7].Cl.[CH3:21][CH2:22]OC(C)=O. Product: [CH2:21]([CH:14]([CH2:13][C:10]1[NH:11][CH:12]=[C:8]([CH2:1][CH2:2][CH2:3][CH2:4][CH2:5][CH2:6][CH3:7])[CH:9]=1)[C:15]([OH:17])=[O:16])[CH3:22]. The catalyst class is: 74. (3) Reactant: C(C1C=C(C)C=C(C(C)(C)C)C=1[OH:16])(C)(C)C.CN(CCCN1CN(CCCN(C)C)CN(CCCN(C)C)C1)C.[CH3:41][S:42][C:43]1[CH:48]=[CH:47][C:46]([N:49]=[C:50]=[O:51])=[CH:45][CH:44]=1.[C:52]([O:56][CH2:57][CH2:58][CH:59](O)[CH3:60])(=[O:55])[CH:53]=[CH2:54].[N-]=C=O. Product: [C:52]([O:56][CH2:57][CH:58]([O:51][C:50](=[O:16])[NH:49][C:46]1[CH:47]=[CH:48][C:43]([S:42][CH3:41])=[CH:44][CH:45]=1)[CH2:59][CH3:60])(=[O:55])[CH:53]=[CH2:54]. The catalyst class is: 13. (4) Reactant: [C:1]([O:5][C:6]([N:8]1[CH2:13][CH:12]=[C:11]([C:14]2[CH:19]=[N:18][C:17]([C:20]3[CH:25]=[CH:24][C:23]([Cl:26])=[CH:22][CH:21]=3)=[C:16]([C:27]3[CH:32]=[CH:31][C:30]([Cl:33])=[CH:29][CH:28]=3)[N:15]=2)[CH2:10][CH2:9]1)=[O:7])([CH3:4])([CH3:3])[CH3:2]. Product: [C:1]([O:5][C:6]([N:8]1[CH2:13][CH2:12][CH:11]([C:14]2[CH:19]=[N:18][C:17]([C:20]3[CH:25]=[CH:24][C:23]([Cl:26])=[CH:22][CH:21]=3)=[C:16]([C:27]3[CH:28]=[CH:29][C:30]([Cl:33])=[CH:31][CH:32]=3)[N:15]=2)[CH2:10][CH2:9]1)=[O:7])([CH3:4])([CH3:2])[CH3:3]. The catalyst class is: 867. (5) Reactant: [C:1]1([C@H:7]([NH:10][C:11]([C:13]2[CH:14]=[C:15](Br)[N:16]3[CH2:21][CH2:20][O:19][CH2:18][C:17]=23)=[O:12])[CH2:8][CH3:9])[CH:6]=[CH:5][CH:4]=[CH:3][CH:2]=1.N12CCCN=C1CCCCC2.[C:34]1([C@H:40]([NH2:43])[CH2:41][CH3:42])[CH:39]=[CH:38][CH:37]=[CH:36][CH:35]=1.[C:44](=O)([O-])[OH:45].[Na+]. Product: [C:34]1([C@H:40]([NH:43][C:44]([C:15]2[N:16]3[C:17]([CH2:18][O:19][CH2:20][CH2:21]3)=[C:13]([C:11]([NH:10][C@@H:7]([C:1]3[CH:6]=[CH:5][CH:4]=[CH:3][CH:2]=3)[CH2:8][CH3:9])=[O:12])[CH:14]=2)=[O:45])[CH2:41][CH3:42])[CH:39]=[CH:38][CH:37]=[CH:36][CH:35]=1. The catalyst class is: 7. (6) Reactant: [C:1]([C:5]1[CH:10]=[C:9]([C:11]([CH3:14])([CH3:13])[CH3:12])[CH:8]=[CH:7][C:6]=1[OH:15])([CH3:4])([CH3:3])[CH3:2].[CH3:16][C:17]1[CH:18]=[C:19]([CH:22]=[CH:23][C:24]=1[CH3:25])[CH:20]=O.[CH3:26][NH:27][CH3:28]. The catalyst class is: 6. Product: [C:1]([C:5]1[CH:10]=[C:9]([C:11]([CH3:14])([CH3:13])[CH3:12])[CH:8]=[C:7]([CH:20]([N:27]([CH3:28])[CH3:26])[C:19]2[CH:22]=[CH:23][C:24]([CH3:25])=[C:17]([CH3:16])[CH:18]=2)[C:6]=1[OH:15])([CH3:4])([CH3:3])[CH3:2].